From a dataset of Full USPTO retrosynthesis dataset with 1.9M reactions from patents (1976-2016). Predict the reactants needed to synthesize the given product. (1) Given the product [CH3:3][CH:2]([C:4]1[N:8]([CH2:9][CH2:10][C@@H:11]([OH:19])[CH2:12][C@@H:13]([OH:18])[CH2:14][C:15]([OH:17])=[O:16])[C:7]([C:20]2[CH:25]=[CH:24][C:23]([F:26])=[CH:22][CH:21]=2)=[C:6]([C:27]2[CH:32]=[CH:31][CH:30]=[CH:29][CH:28]=2)[C:5]=1[C:33]([NH:35][C:36]1[CH:41]=[CH:40][CH:39]=[CH:38][CH:37]=1)=[O:34])[CH3:1], predict the reactants needed to synthesize it. The reactants are: [CH3:1][CH:2]([C:4]1[N:8]([CH2:9][CH2:10][C@@H:11]([OH:19])[CH2:12][C@@H:13]([OH:18])[CH2:14][C:15]([O-:17])=[O:16])[C:7]([C:20]2[CH:21]=[CH:22][C:23]([F:26])=[CH:24][CH:25]=2)=[C:6]([C:27]2[CH:28]=[CH:29][CH:30]=[CH:31][CH:32]=2)[C:5]=1[C:33]([NH:35][C:36]1[CH:37]=[CH:38][CH:39]=[CH:40][CH:41]=1)=[O:34])[CH3:3].[CH3:3][CH:2]([C:4]1[N:8]([CH2:9][CH2:10][C@@H:11]([OH:19])[CH2:12][C@@H:13]([OH:18])[CH2:14][C:15]([O-:17])=[O:16])[C:7]([C:20]2[CH:25]=[CH:24][C:23]([F:26])=[CH:22][CH:21]=2)=[C:6]([C:27]2[CH:32]=[CH:31][CH:30]=[CH:29][CH:28]=2)[C:5]=1[C:33]([NH:35][C:36]1[CH:41]=[CH:40][CH:39]=[CH:38][CH:37]=1)=[O:34])[CH3:1].[Ca+2].C(=O)([O-])[O-].[Ca+2]. (2) Given the product [C:1]([O:5][C:6](=[O:7])[NH:8][C@@H:9]1[CH2:13][CH2:12][C@:11]([CH:17]([CH3:19])[CH3:18])([C:14]([N:38]2[CH2:37][CH:36]=[C:35]([C:30]3[CH:31]=[CH:32][CH:33]=[CH:34][CH:29]=3)[CH2:40][CH:22]2[C:21]([F:26])([F:25])[F:20])=[O:16])[CH2:10]1)([CH3:2])([CH3:3])[CH3:4], predict the reactants needed to synthesize it. The reactants are: [C:1]([O:5][C:6]([NH:8][C@@H:9]1[CH2:13][CH2:12][C@:11]([CH:17]([CH3:19])[CH3:18])([C:14]([OH:16])=O)[CH2:10]1)=[O:7])([CH3:4])([CH3:3])[CH3:2].[F:20][C:21]([F:26])([F:25])[C:22](O)=O.FC(F)(F)[C:29]1[CH:34]=[CH:33][CH:32]=[CH:31][C:30]=1[C:35]1[CH2:36][CH2:37][NH:38]C[CH:40]=1.C(N(CC)CC)C.F[P-](F)(F)(F)(F)F.N1(O[P+](N(C)C)(N(C)C)N(C)C)C2C=CC=CC=2N=N1. (3) Given the product [C:18]1([CH2:17][S:24][C:8]2[C:9]([C:10]([OH:12])=[O:11])=[CH:13][CH:14]=[CH:15][N:16]=2)[CH:23]=[CH:22][CH:21]=[CH:20][CH:19]=1, predict the reactants needed to synthesize it. The reactants are: C(=O)([O-])[O-].[K+].[K+].Cl[C:8]1[N:16]=[CH:15][CH:14]=[CH:13][C:9]=1[C:10]([OH:12])=[O:11].[CH2:17]([SH:24])[C:18]1[CH:23]=[CH:22][CH:21]=[CH:20][CH:19]=1.O. (4) Given the product [C:1]([C:3]1[C:4]([OH:27])=[N:5][C:6]2[C:11]([CH:12]=1)=[C:10]([O:23][CH:20]1[CH2:21][CH2:22][N:17]([CH3:16])[CH2:18][CH2:19]1)[CH:9]=[C:8]([F:15])[CH:7]=2)#[N:2], predict the reactants needed to synthesize it. The reactants are: [C:1]([C:3]1[CH:4]=[N:5][C:6]2[C:11]([C:12]=1O)=[C:10](F)[CH:9]=[C:8]([F:15])[CH:7]=2)#[N:2].[CH3:16][N:17]1[CH2:22][CH2:21][CH:20]([OH:23])[CH2:19][CH2:18]1.CC(C)([O-:27])C.[K+].C(O)(=O)C. (5) Given the product [Cl:18][C:13]1[CH:14]=[C:9]([C:6]2[CH:7]=[CH:8][C:3]([O:2][CH3:1])=[CH:4][CH:5]=2)[CH:10]=[CH:11][N:12]=1, predict the reactants needed to synthesize it. The reactants are: [CH3:1][O:2][C:3]1[CH:8]=[CH:7][C:6]([C:9]2[CH:14]=[CH:13][N+:12]([O-])=[CH:11][CH:10]=2)=[CH:5][CH:4]=1.P(Cl)(Cl)([Cl:18])=O. (6) Given the product [CH2:6]([C:5]1[N:13]=[C:16]([CH:17]([NH:29][C:30]([N:32]2[CH2:33][CH2:34][CH:35]([N:38]3[CH2:47][C:46]4[C:41](=[CH:42][CH:43]=[CH:44][CH:45]=4)[NH:40][C:39]3=[O:48])[CH2:36][CH2:37]2)=[O:31])[CH2:18][C:19]2[CH:20]=[C:21]3[C:25](=[C:26]([CH3:28])[CH:27]=2)[NH:24][N:23]=[CH:22]3)[O:3][N:4]=1)[C:7]1[CH:8]=[CH:9][CH:10]=[CH:11][CH:12]=1, predict the reactants needed to synthesize it. The reactants are: [H-].[Na+].[OH:3][NH:4][C:5](=[NH:13])[CH2:6][C:7]1[CH:12]=[CH:11][CH:10]=[CH:9][CH:8]=1.CO[C:16](=O)[CH:17]([NH:29][C:30]([N:32]1[CH2:37][CH2:36][CH:35]([N:38]2[CH2:47][C:46]3[C:41](=[CH:42][CH:43]=[CH:44][CH:45]=3)[NH:40][C:39]2=[O:48])[CH2:34][CH2:33]1)=[O:31])[CH2:18][C:19]1[CH:20]=[C:21]2[C:25](=[C:26]([CH3:28])[CH:27]=1)[NH:24][N:23]=[CH:22]2.